Task: Predict which catalyst facilitates the given reaction.. Dataset: Catalyst prediction with 721,799 reactions and 888 catalyst types from USPTO (1) Reactant: [OH:1][C:2]1[CH:7]=[CH:6][C:5]([C:8](=[O:10])[CH3:9])=[CH:4][CH:3]=1.Br[CH2:12][CH2:13][C:14]([Cl:16])=O.C(=O)([O-])[O-].[K+].[K+]. Product: [Cl:16][CH2:14][CH2:13][CH2:12][O:1][C:2]1[CH:7]=[CH:6][C:5]([C:8](=[O:10])[CH3:9])=[CH:4][CH:3]=1. The catalyst class is: 21. (2) Reactant: [C:1]([C:3]1[CH:4]=[C:5]([CH:9]=[CH:10][C:11]=1[O:12][CH:13]([CH3:15])[CH3:14])[C:6](Cl)=[O:7])#[N:2].O[NH:17][C:18](=[NH:38])[C:19]1[CH:28]=[CH:27][CH:26]=[C:25]2[C:20]=1[CH:21]=[CH:22][N:23]=[C:24]2[CH2:29][CH2:30][C:31]([O:33][C:34]([CH3:37])([CH3:36])[CH3:35])=[O:32].C(N(CC)CC)C. Product: [C:1]([C:3]1[CH:4]=[C:5]([C:6]2[O:7][N:17]=[C:18]([C:19]3[CH:28]=[CH:27][CH:26]=[C:25]4[C:20]=3[CH:21]=[CH:22][N:23]=[C:24]4[CH2:29][CH2:30][C:31]([O:33][C:34]([CH3:37])([CH3:36])[CH3:35])=[O:32])[N:38]=2)[CH:9]=[CH:10][C:11]=1[O:12][CH:13]([CH3:15])[CH3:14])#[N:2]. The catalyst class is: 3. (3) Reactant: [S:1]1[C:5]2[CH:6]=[CH:7][CH:8]=[CH:9][C:4]=2[CH:3]=[C:2]1B(O)O.Br[C:14]1[CH:15]=[CH:16][C:17]([C:20]([NH2:22])=[O:21])=[N:18][CH:19]=1.C([O-])([O-])=O.[K+].[K+]. Product: [S:1]1[C:5]2[CH:6]=[CH:7][CH:8]=[CH:9][C:4]=2[CH:3]=[C:2]1[C:14]1[CH:15]=[CH:16][C:17]([C:20]([NH2:22])=[O:21])=[N:18][CH:19]=1. The catalyst class is: 151. (4) Reactant: C(N(CC)CC)C.[C:8](OC(=O)C)(=[O:10])[CH3:9].[Cl:15][C:16]1[C:21]([C:22]2[C:27]([F:28])=[CH:26][C:25]([F:29])=[CH:24][C:23]=2[F:30])=[C:20]([NH:31][CH:32]([CH2:35][CH3:36])[CH2:33][OH:34])[N:19]2[N:37]=[CH:38][N:39]=[C:18]2[N:17]=1. Product: [C:8]([O:34][CH2:33][CH:32]([NH:31][C:20]1[N:19]2[N:37]=[CH:38][N:39]=[C:18]2[N:17]=[C:16]([Cl:15])[C:21]=1[C:22]1[C:27]([F:28])=[CH:26][C:25]([F:29])=[CH:24][C:23]=1[F:30])[CH2:35][CH3:36])(=[O:10])[CH3:9]. The catalyst class is: 4. (5) Reactant: [OH:1][C:2]1[CH:9]=[CH:8][C:7]([C:10]([CH3:16])([CH3:15])[C:11]([F:14])([F:13])[F:12])=[CH:6][C:3]=1[CH:4]=[O:5].N1C=CC=CC=1.[S:23](O[S:23]([C:26]([F:29])([F:28])[F:27])(=[O:25])=[O:24])([C:26]([F:29])([F:28])[F:27])(=[O:25])=[O:24]. Product: [F:27][C:26]([F:29])([F:28])[S:23]([O:1][C:2]1[CH:9]=[CH:8][C:7]([C:10]([CH3:16])([CH3:15])[C:11]([F:12])([F:13])[F:14])=[CH:6][C:3]=1[CH:4]=[O:5])(=[O:25])=[O:24]. The catalyst class is: 2. (6) Reactant: Cl.FC(F)(F)C([NH:6][CH:7]1[CH2:11][CH2:10][NH:9][CH2:8]1)=O.[Cl:14]CCl.C(N(CC)CC)C.[C:24](O[C:24]([O:26][C:27]([CH3:30])([CH3:29])[CH3:28])=[O:25])([O:26][C:27]([CH3:30])([CH3:29])[CH3:28])=[O:25]. Product: [ClH:14].[NH2:6][CH:7]1[CH2:11][CH2:10][N:9]([C:24]([O:26][C:27]([CH3:30])([CH3:29])[CH3:28])=[O:25])[CH2:8]1. The catalyst class is: 175. (7) Product: [CH3:1][N:2]([CH2:13][C:14]1[NH:18][C:17]2[CH:19]=[CH:20][CH:21]=[C:22]([C:23]([NH2:28])=[O:24])[C:16]=2[N:15]=1)[CH:3]1[C:12]2[N:11]=[CH:10][CH:9]=[CH:8][C:7]=2[CH2:6][CH2:5][CH2:4]1. Reactant: [CH3:1][N:2]([CH2:13][C:14]1[NH:18][C:17]2[CH:19]=[CH:20][CH:21]=[C:22]([C:23](OC)=[O:24])[C:16]=2[N:15]=1)[CH:3]1[C:12]2[N:11]=[CH:10][CH:9]=[CH:8][C:7]=2[CH2:6][CH2:5][CH2:4]1.C[N:28](C)C=O. The catalyst class is: 328.